From a dataset of TCR-epitope binding with 47,182 pairs between 192 epitopes and 23,139 TCRs. Binary Classification. Given a T-cell receptor sequence (or CDR3 region) and an epitope sequence, predict whether binding occurs between them. (1) The epitope is SLVKPSFYV. The TCR CDR3 sequence is CASKVPAGLEQYF. Result: 0 (the TCR does not bind to the epitope). (2) The epitope is KLGGALQAK. The TCR CDR3 sequence is CASSPLSNTGELFF. Result: 1 (the TCR binds to the epitope). (3) The epitope is GTHWFVTQR. The TCR CDR3 sequence is CSVNGGGDEQFF. Result: 1 (the TCR binds to the epitope). (4) The epitope is IQYIDIGNY. The TCR CDR3 sequence is CASSLIHWETQYF. Result: 1 (the TCR binds to the epitope). (5) The epitope is NLNESLIDL. The TCR CDR3 sequence is CASSQDSPEQFF. Result: 1 (the TCR binds to the epitope). (6) The epitope is RLRAEAQVK. The TCR CDR3 sequence is CASSFWPGRNLLWGYTF. Result: 1 (the TCR binds to the epitope).